From a dataset of Reaction yield outcomes from USPTO patents with 853,638 reactions. Predict the reaction yield, written as a fraction of the theoretical maximum amount of product (1.0 means a 100% yield; for example, 0.34 means a 34% yield). (1) The product is [OH:6][C@@H:5]([CH2:4][OH:3])[CH2:7][N:8]1[CH:12]=[CH:11][C:10]([NH:13][C:14](=[O:37])[C@@H:15]([N:20]2[CH2:24][C:23]([O:25][C:26]3[CH:31]=[CH:30][CH:29]=[C:28]([C:32]([F:34])([F:35])[F:33])[CH:27]=3)=[CH:22][C:21]2=[O:36])[CH2:16][CH:17]([CH3:19])[CH3:18])=[N:9]1. The catalyst is ClCCl.CO. The reactants are CC1(C)[O:6][C@H:5]([CH2:7][N:8]2[CH:12]=[CH:11][C:10]([NH:13][C:14](=[O:37])[C@@H:15]([N:20]3[CH2:24][C:23]([O:25][C:26]4[CH:31]=[CH:30][CH:29]=[C:28]([C:32]([F:35])([F:34])[F:33])[CH:27]=4)=[CH:22][C:21]3=[O:36])[CH2:16][CH:17]([CH3:19])[CH3:18])=[N:9]2)[CH2:4][O:3]1.O.C1(C)C=CC(S(O)(=O)=O)=CC=1. The yield is 0.780. (2) The reactants are F[P-](F)(F)(F)(F)F.N1(OC(N(C)C)=[N+](C)C)C2N=CC=CC=2N=N1.[O:25]1[CH2:30][CH2:29][CH2:28][CH2:27][CH:26]1[O:31][CH2:32][CH2:33][C:34]([OH:36])=O.C(N(C(C)C)C(C)C)C.[C:46]([C:50]1[O:54][C:53]([C:55]2[C:56]([NH2:73])=[N:57][CH:58]=[C:59]([C:61]3[N:65]([CH3:66])[N:64]=[C:63]([CH:67]4[CH2:72][CH2:71][NH:70][CH2:69][CH2:68]4)[N:62]=3)[N:60]=2)=[N:52][N:51]=1)([CH3:49])([CH3:48])[CH3:47]. The catalyst is C(#N)C. The product is [NH2:73][C:56]1[N:57]=[CH:58][C:59]([C:61]2[N:65]([CH3:66])[N:64]=[C:63]([CH:67]3[CH2:72][CH2:71][N:70]([C:34](=[O:36])[CH2:33][CH2:32][O:31][CH:26]4[CH2:27][CH2:28][CH2:29][CH2:30][O:25]4)[CH2:69][CH2:68]3)[N:62]=2)=[N:60][C:55]=1[C:53]1[O:54][C:50]([C:46]([CH3:49])([CH3:47])[CH3:48])=[N:51][N:52]=1. The yield is 0.890. (3) The reactants are N1[CH:6]=[CH:5][C:4]([C:7]2[C:11]3([CH2:13][CH2:12]3)[O:10][C:9](=[O:14])[C:8]=2[C:15]2[CH:20]=[CH:19][C:18]([O:21][CH2:22][C:23]3[CH:32]=[CH:31][C:30]4[C:25](=[CH:26][CH:27]=[CH:28][CH:29]=4)[N:24]=3)=[CH:17][CH:16]=2)=[CH:3][CH:2]=1.[CH3:33][O:34][C:35]1C=CC(B(O)O)=CC=1. No catalyst specified. The product is [CH3:33][O:34][C:35]1[CH:2]=[CH:3][C:4]([C:7]2[C:11]3([CH2:13][CH2:12]3)[O:10][C:9](=[O:14])[C:8]=2[C:15]2[CH:16]=[CH:17][C:18]([O:21][CH2:22][C:23]3[CH:32]=[CH:31][C:30]4[C:25](=[CH:26][CH:27]=[CH:28][CH:29]=4)[N:24]=3)=[CH:19][CH:20]=2)=[CH:5][CH:6]=1. The yield is 0.180. (4) The reactants are [CH3:1][C:2]1([CH3:20])[CH2:6][N:5]([C:7]2[CH:12]=[CH:11][C:10]([C:13]#[C:14][Si](C)(C)C)=[CH:9][N:8]=2)[C:4](=[O:19])[CH2:3]1.[F:21][C:22]1[CH:23]=[N:24][CH:25]=[C:26](I)[CH:27]=1.CCN(CC)CC.CCCC[N+](CCCC)(CCCC)CCCC.[F-].C1COCC1. The catalyst is CN(C=O)C.C1C=CC(P(C2C=CC=CC=2)C2C=CC=CC=2)=CC=1.C1C=CC(P(C2C=CC=CC=2)C2C=CC=CC=2)=CC=1.Cl[Pd]Cl.[Cu]I.C1(P(C2C=CC=CC=2)C2C=CC=CC=2)C=CC=CC=1. The product is [F:21][C:22]1[CH:27]=[C:26]([C:14]#[C:13][C:10]2[CH:11]=[CH:12][C:7]([N:5]3[CH2:6][C:2]([CH3:20])([CH3:1])[CH2:3][C:4]3=[O:19])=[N:8][CH:9]=2)[CH:25]=[N:24][CH:23]=1. The yield is 0.420. (5) The reactants are [C:1]([Br:5])(Br)(Br)Br.C1(P(C2C=CC=CC=2)C2C=CC=CC=2)C=CC=CC=1.[C:25]([O:29][C:30]([C@@:32]1([CH2:47]CO)[CH:36]([CH3:37])[C:35](=[O:38])[N:34]([C@@H:39]([C:41]2[CH:46]=[CH:45][CH:44]=[CH:43][CH:42]=2)[CH3:40])[CH2:33]1)=[O:31])([CH3:28])([CH3:27])[CH3:26]. The catalyst is ClCCl. The product is [C:25]([O:29][C:30]([C@@:32]1([CH2:47][CH2:1][Br:5])[CH:36]([CH3:37])[C:35](=[O:38])[N:34]([C@@H:39]([C:41]2[CH:42]=[CH:43][CH:44]=[CH:45][CH:46]=2)[CH3:40])[CH2:33]1)=[O:31])([CH3:26])([CH3:27])[CH3:28]. The yield is 0.700. (6) The reactants are [OH:1]/[N:2]=[C:3](/[C:6]1[CH:11]=[CH:10][CH:9]=[CH:8][CH:7]=1)\[C:4]#[N:5].Cl[CH2:13][C:14]1[N:19]=[C:18]([NH:20][C:21](=[O:27])[O:22][C:23]([CH3:26])([CH3:25])[CH3:24])[CH:17]=[CH:16][CH:15]=1.[I-].[K+].C(=O)([O-])[O-].[Cs+].[Cs+]. The catalyst is C(#N)C.CN(C=O)C. The product is [C:4](/[C:3](=[N:2]\[O:1][CH2:13][C:14]1[N:19]=[C:18]([NH:20][C:21](=[O:27])[O:22][C:23]([CH3:25])([CH3:24])[CH3:26])[CH:17]=[CH:16][CH:15]=1)/[C:6]1[CH:11]=[CH:10][CH:9]=[CH:8][CH:7]=1)#[N:5]. The yield is 0.800. (7) The reactants are [N+:1]([CH2:4][CH2:5][C:6]1[CH:11]=[CH:10][C:9]([O:12][C:13]2[CH:18]=[CH:17][CH:16]=[CH:15][CH:14]=2)=[CH:8][N:7]=1)([O-])=[O:2].CO.C[O-].[Li+].C(=O)(O)[O-].[Na+].C(Cl)[Cl:30]. The catalyst is [Ti](Cl)(Cl)(Cl)Cl.C(OCC)(=O)C. The product is [O:12]([C:9]1[CH:10]=[CH:11][C:6]([CH2:5][C:4]([Cl:30])=[N:1][OH:2])=[N:7][CH:8]=1)[C:13]1[CH:18]=[CH:17][CH:16]=[CH:15][CH:14]=1. The yield is 0.690. (8) The reactants are [C:1]([CH2:4][O:5][C:6]1[CH:16]=[CH:15][CH:14]=[CH:13][C:7]=1[O:8][CH2:9][C:10]([NH2:12])=[O:11])(=[O:3])[NH2:2].[Cl:17][S:18](O)(=[O:20])=[O:19].ClCCl. The catalyst is O. The product is [C:10]([CH2:9][O:8][C:7]1[CH:13]=[C:14]([S:18]([Cl:17])(=[O:20])=[O:19])[CH:15]=[CH:16][C:6]=1[O:5][CH2:4][C:1]([NH2:2])=[O:3])(=[O:11])[NH2:12]. The yield is 0.770.